This data is from Ames mutagenicity test results for genotoxicity prediction. The task is: Regression/Classification. Given a drug SMILES string, predict its toxicity properties. Task type varies by dataset: regression for continuous values (e.g., LD50, hERG inhibition percentage) or binary classification for toxic/non-toxic outcomes (e.g., AMES mutagenicity, cardiotoxicity, hepatotoxicity). Dataset: ames. (1) The drug is OCc1cccc2c1-c1cccc3cccc-2c13. The result is 0 (non-mutagenic). (2) The result is 0 (non-mutagenic). The drug is CCCCC(C=O)CC. (3) The drug is O[C@H]1C=Cc2cc3c(cc2[C@@H]1O)-c1cccc2cccc-3c12. The result is 1 (mutagenic). (4) The drug is Cc1ccc(S(=O)(=O)OCc2ccccc2)cc1. The result is 0 (non-mutagenic). (5) The compound is CC(C)(C)c1ccc(/C=C/c2ccc(N)cc2)cc1. The result is 0 (non-mutagenic). (6) The molecule is COc1cc2c(c3oc(=O)c4c(c13)CCC4=O)C1C(O2)OC2OC21. The result is 1 (mutagenic). (7) The molecule is C[C@@H]1OCCc2cc3c(cc21)C(C)(C)[C@@H](C)C3(C)C. The result is 0 (non-mutagenic).